The task is: Predict which catalyst facilitates the given reaction.. This data is from Catalyst prediction with 721,799 reactions and 888 catalyst types from USPTO. (1) Reactant: [CH3:1][C:2]1([CH3:10])[CH2:7][CH:6]([CH2:8][OH:9])[CH2:5][CH2:4][O:3]1.C[N+]1([O-])CCOCC1. Product: [CH3:1][C:2]1([CH3:10])[CH2:7][CH:6]([CH:8]=[O:9])[CH2:5][CH2:4][O:3]1. The catalyst class is: 678. (2) Reactant: Cl.[CH3:2][O:3][NH:4][CH3:5].C(N(CC)CC)C.[Br:13][C:14]1[CH:15]=[N:16][C:17]([Cl:23])=[C:18]([CH:22]=1)[C:19](Cl)=[O:20].O. Product: [Br:13][C:14]1[CH:15]=[N:16][C:17]([Cl:23])=[C:18]([CH:22]=1)[C:19]([N:4]([O:3][CH3:2])[CH3:5])=[O:20]. The catalyst class is: 4. (3) Reactant: Cl.[F:2][C:3]1[CH:11]=[C:10]2[C:6]([C:7]([C:21]3[CH:22]=[CH:23][C:24]([NH2:27])=[N:25][CH:26]=3)=[CH:8][N:9]2[S:12]([C:15]2[CH:20]=[CH:19][CH:18]=[CH:17][CH:16]=2)(=[O:14])=[O:13])=[CH:5][CH:4]=1.[CH:28]1([C:31](Cl)=[O:32])[CH2:30][CH2:29]1. Product: [F:2][C:3]1[CH:11]=[C:10]2[C:6]([C:7]([C:21]3[CH:22]=[CH:23][C:24]([NH:27][C:31]([CH:28]4[CH2:30][CH2:29]4)=[O:32])=[N:25][CH:26]=3)=[CH:8][N:9]2[S:12]([C:15]2[CH:16]=[CH:17][CH:18]=[CH:19][CH:20]=2)(=[O:13])=[O:14])=[CH:5][CH:4]=1. The catalyst class is: 17. (4) Reactant: [C:1]([C:5]1[CH:6]=[C:7]([CH:40]=[CH:41][CH:42]=1)[CH2:8][N:9]1[CH2:14][CH2:13][N:12]([C:15]2[CH:20]=[CH:19][C:18]([NH:21][C:22]([C:24]3[C:25]([C:30]4[CH:35]=[CH:34][C:33]([C:36]([F:39])([F:38])[F:37])=[CH:32][CH:31]=4)=[CH:26][CH:27]=[CH:28][CH:29]=3)=[O:23])=[CH:17][CH:16]=2)[CH2:11][CH2:10]1)([O:3]C)=[O:2].[OH-].[Na+].Cl. Product: [F:39][C:36]([F:37])([F:38])[C:33]1[CH:34]=[CH:35][C:30]([C:25]2[C:24]([C:22]([NH:21][C:18]3[CH:17]=[CH:16][C:15]([N:12]4[CH2:11][CH2:10][N:9]([CH2:8][C:7]5[CH:6]=[C:5]([CH:42]=[CH:41][CH:40]=5)[C:1]([OH:3])=[O:2])[CH2:14][CH2:13]4)=[CH:20][CH:19]=3)=[O:23])=[CH:29][CH:28]=[CH:27][CH:26]=2)=[CH:31][CH:32]=1. The catalyst class is: 14. (5) Product: [CH:1]1([NH:4][C:5]([C:6]2[CH:11]=[CH:10][C:9]([CH3:12])=[C:8]([C:13]3[CH:14]=[C:15]4[C:20](=[CH:21][CH:22]=3)[C:19](=[O:23])[N:18]([CH2:32][C:33]3[CH:42]=[CH:41][C:36]([C:37]([O:39][CH3:40])=[O:38])=[CH:35][CH:34]=3)[CH:17]=[CH:16]4)[CH:7]=2)=[O:24])[CH2:2][CH2:3]1. Reactant: [CH:1]1([NH:4][C:5](=[O:24])[C:6]2[CH:11]=[CH:10][C:9]([CH3:12])=[C:8]([C:13]3[CH:14]=[C:15]4[C:20](=[CH:21][CH:22]=3)[C:19](=[O:23])[NH:18][CH:17]=[CH:16]4)[CH:7]=2)[CH2:3][CH2:2]1.C(=O)([O-])[O-].[K+].[K+].Br[CH2:32][C:33]1[CH:42]=[CH:41][C:36]([C:37]([O:39][CH3:40])=[O:38])=[CH:35][CH:34]=1. The catalyst class is: 3.